Dataset: Catalyst prediction with 721,799 reactions and 888 catalyst types from USPTO. Task: Predict which catalyst facilitates the given reaction. (1) Reactant: [Cl:1][CH2:2][C:3](Cl)=[O:4].[C:6]([NH:9][C:10]([CH2:21][CH2:22][C:23]1[CH:28]=[CH:27][C:26]([O:29][C:30]2[CH:35]=[CH:34][CH:33]=[CH:32][CH:31]=2)=[CH:25][CH:24]=1)([C:16]([O:18][CH2:19][CH3:20])=[O:17])[C:11]([O:13][CH2:14][CH3:15])=[O:12])(=[O:8])[CH3:7].[Al+3].[Cl-].[Cl-].[Cl-]. Product: [C:6]([NH:9][C:10]([CH2:21][CH2:22][C:23]1[CH:28]=[CH:27][C:26]([O:29][C:30]2[CH:31]=[CH:32][C:33]([C:3](=[O:4])[CH2:2][Cl:1])=[CH:34][CH:35]=2)=[CH:25][CH:24]=1)([C:16]([O:18][CH2:19][CH3:20])=[O:17])[C:11]([O:13][CH2:14][CH3:15])=[O:12])(=[O:8])[CH3:7]. The catalyst class is: 2. (2) Reactant: [CH3:1][O:2][C:3](=[O:14])[C@H:4](OS(C(F)(F)F)(=O)=O)[CH3:5].Cl.Cl.[NH2:17][C@@H:18]([C@H:21]([O:47][CH2:48][C:49]1[CH:54]=[CH:53][CH:52]=[CH:51][CH:50]=1)[C@@H:22]([N:32]([CH2:40][C:41]1[CH:46]=[CH:45][CH:44]=[CH:43][CH:42]=1)[CH2:33][C:34]1[CH:39]=[CH:38][CH:37]=[CH:36][CH:35]=1)[CH2:23][C:24]1[CH:29]=[C:28]([F:30])[CH:27]=[C:26]([F:31])[CH:25]=1)CO.C(N(CC)CC)C. Product: [CH2:48]([O:47][C@@H:21]([C@@H:18]1[NH:17][C@@H:4]([CH3:5])[C:3](=[O:14])[O:2][CH2:1]1)[C@@H:22]([N:32]([CH2:33][C:34]1[CH:35]=[CH:36][CH:37]=[CH:38][CH:39]=1)[CH2:40][C:41]1[CH:46]=[CH:45][CH:44]=[CH:43][CH:42]=1)[CH2:23][C:24]1[CH:29]=[C:28]([F:30])[CH:27]=[C:26]([F:31])[CH:25]=1)[C:49]1[CH:54]=[CH:53][CH:52]=[CH:51][CH:50]=1. The catalyst class is: 4. (3) Product: [NH2:40][C@@H:10]([C:11]([N:13]1[CH2:18][CH2:17][CH:16]([N:19]2[N:28]=[C:27]([C:29]3[CH:34]=[CH:33][C:32]([O:35][CH3:36])=[C:31]([O:37][CH3:38])[CH:30]=3)[C@@H:26]3[C@@H:21]([CH2:22][CH2:23][CH2:24][CH2:25]3)[C:20]2=[O:39])[CH2:15][CH2:14]1)=[O:12])[CH2:9][C:6]1[CH:5]=[CH:4][C:3]([C:1]#[N:2])=[CH:8][CH:7]=1. The catalyst class is: 2. Reactant: [C:1]([C:3]1[CH:8]=[CH:7][C:6]([CH2:9][C@@H:10]([NH:40]C(=O)OC(C)(C)C)[C:11]([N:13]2[CH2:18][CH2:17][CH:16]([N:19]3[N:28]=[C:27]([C:29]4[CH:34]=[CH:33][C:32]([O:35][CH3:36])=[C:31]([O:37][CH3:38])[CH:30]=4)[C@@H:26]4[C@@H:21]([CH2:22][CH2:23][CH2:24][CH2:25]4)[C:20]3=[O:39])[CH2:15][CH2:14]2)=[O:12])=[CH:5][CH:4]=1)#[N:2].FC(F)(F)C(O)=O.C(=O)(O)[O-].[Na+]. (4) Reactant: [NH2:1][CH2:2][CH:3]([C:5]1[C:10]2[O:11][CH2:12][C:13](=[O:15])[NH:14][C:9]=2[CH:8]=[CH:7][CH:6]=1)[OH:4].[C:16](O[C:16]([O:18][C:19]([CH3:22])([CH3:21])[CH3:20])=[O:17])([O:18][C:19]([CH3:22])([CH3:21])[CH3:20])=[O:17]. Product: [OH:4][CH:3]([C:5]1[C:10]2[O:11][CH2:12][C:13](=[O:15])[NH:14][C:9]=2[CH:8]=[CH:7][CH:6]=1)[CH2:2][NH:1][C:16](=[O:17])[O:18][C:19]([CH3:22])([CH3:21])[CH3:20]. The catalyst class is: 239. (5) Reactant: [Br:1][C:2]1[CH:11]=[CH:10][C:5]([C:6]([O:8][CH3:9])=[O:7])=[CH:4][C:3]=1[CH3:12].C1C(=O)N([Br:20])C(=O)C1.O. The catalyst class is: 22. Product: [Br:1][C:2]1[CH:11]=[CH:10][C:5]([C:6]([O:8][CH3:9])=[O:7])=[CH:4][C:3]=1[CH2:12][Br:20]. (6) Reactant: [CH:1]1([N:7]2[CH2:13][C:12]([F:15])([F:14])[C:11](=[O:16])[N:10]([CH3:17])[C:9]3[CH:18]=[N:19][C:20]([NH:22][C:23]4[CH:31]=[CH:30][C:26]([C:27]([OH:29])=O)=[CH:25][CH:24]=4)=[N:21][C:8]2=3)[CH2:6][CH2:5][CH2:4][CH2:3][CH2:2]1.[CH2:32]([N:34](CC)CC)C.F[P-](F)(F)(F)(F)F.CN(C(N(C)C)=[N+]1C2C(=NC=CC=2)[N+]([O-])=N1)C.Cl.CN. Product: [CH:1]1([N:7]2[CH2:13][C:12]([F:15])([F:14])[C:11](=[O:16])[N:10]([CH3:17])[C:9]3[CH:18]=[N:19][C:20]([NH:22][C:23]4[CH:31]=[CH:30][C:26]([C:27]([NH:34][CH3:32])=[O:29])=[CH:25][CH:24]=4)=[N:21][C:8]2=3)[CH2:2][CH2:3][CH2:4][CH2:5][CH2:6]1. The catalyst class is: 434.